From a dataset of Full USPTO retrosynthesis dataset with 1.9M reactions from patents (1976-2016). Predict the reactants needed to synthesize the given product. (1) Given the product [Br:1][C:2]1[CH:3]=[N:4][C:5]([C:8]2[CH:13]=[CH:12][CH:11]=[C:10]([CH2:14][Cl:18])[CH:9]=2)=[N:6][CH:7]=1, predict the reactants needed to synthesize it. The reactants are: [Br:1][C:2]1[CH:3]=[N:4][C:5]([C:8]2[CH:9]=[C:10]([CH2:14]O)[CH:11]=[CH:12][CH:13]=2)=[N:6][CH:7]=1.S(Cl)([Cl:18])=O. (2) Given the product [C:14]([C:7]1[C:6]([OH:16])=[C:5]([OH:4])[CH:10]=[C:9]([C:11]#[N:12])[C:8]=1[C:27]1[CH:28]=[CH:29][CH:30]=[C:25]([C:23]([NH:22][CH2:20][CH3:21])=[O:24])[CH:26]=1)#[N:15], predict the reactants needed to synthesize it. The reactants are: C([O:4][C:5]1[CH:10]=[C:9]([C:11]#[N:12])[C:8](Br)=[C:7]([C:14]#[N:15])[C:6]=1[O:16]C(=O)C)(=O)C.[CH2:20]([NH:22][C:23]([C:25]1[CH:26]=[C:27](B(O)O)[CH:28]=[CH:29][CH:30]=1)=[O:24])[CH3:21]. (3) Given the product [CH:1]1([C@H:7]([NH:12][C:13]([C:15]2[S:16][C:17]([C:33]3[CH:38]=[CH:37][C:36]([O:39][CH3:40])=[CH:35][CH:34]=3)=[CH:18][C:19]=2[NH:20][C:21]([NH:23][C:24]2[C:25]([CH3:32])=[CH:26][C:27]([CH3:31])=[CH:28][C:29]=2[CH3:30])=[O:22])=[O:14])[C:8]([OH:10])=[O:9])[CH2:6][CH2:5][CH2:4][CH2:3][CH2:2]1, predict the reactants needed to synthesize it. The reactants are: [CH:1]1([C@H:7]([NH:12][C:13]([C:15]2[S:16][C:17]([C:33]3[CH:38]=[CH:37][C:36]([O:39][CH3:40])=[CH:35][CH:34]=3)=[CH:18][C:19]=2[NH:20][C:21]([NH:23][C:24]2[C:29]([CH3:30])=[CH:28][C:27]([CH3:31])=[CH:26][C:25]=2[CH3:32])=[O:22])=[O:14])[C:8]([O:10]C)=[O:9])[CH2:6][CH2:5][CH2:4][CH2:3][CH2:2]1.[OH-].[Li+]. (4) Given the product [Br:8][C:5]1[N:4]=[C:3]([NH2:9])[C:2]([C:12]2[CH:13]=[C:14]([O:17][CH3:18])[CH:15]=[CH:16][C:11]=2[F:10])=[N:7][CH:6]=1, predict the reactants needed to synthesize it. The reactants are: Br[C:2]1[C:3]([NH2:9])=[N:4][C:5]([Br:8])=[CH:6][N:7]=1.[F:10][C:11]1[CH:16]=[CH:15][C:14]([O:17][CH3:18])=[CH:13][C:12]=1B(O)O.C([O-])([O-])=O.[Na+].[Na+].C1(C)C=CC=CC=1. (5) Given the product [C:1]([O:4][C@H:5]1[C@@H:19]([O:20][C:21](=[O:23])[CH3:22])[C@H:18]([O:24][C:25](=[O:27])[CH3:26])[C@@H:17]([CH2:28][O:29][C:30](=[O:32])[CH3:31])[O:16][C@@H:6]1[O:7][C:8]1[CH:13]=[CH:12][C:11]([N:33]2[C:41]3[C:36](=[CH:37][CH:38]=[CH:39][CH:40]=3)[CH:35]=[CH:34]2)=[CH:10][C:9]=1[Cl:15])(=[O:3])[CH3:2], predict the reactants needed to synthesize it. The reactants are: [C:1]([O:4][C@H:5]1[C@@H:19]([O:20][C:21](=[O:23])[CH3:22])[C@H:18]([O:24][C:25](=[O:27])[CH3:26])[C@@H:17]([CH2:28][O:29][C:30](=[O:32])[CH3:31])[O:16][C@@H:6]1[O:7][C:8]1[CH:13]=[CH:12][C:11](I)=[CH:10][C:9]=1[Cl:15])(=[O:3])[CH3:2].[NH:33]1[C:41]2[C:36](=[CH:37][CH:38]=[CH:39][CH:40]=2)[CH:35]=[CH:34]1.C([O-])([O-])=O.[K+].[K+].N1CCC[C@H]1C(O)=O. (6) Given the product [F:1][C:2]([F:22])([F:21])[C:3]1[CH:20]=[CH:19][C:6]([CH2:7][N:8]2[CH:13]([C:14]([NH:24][C@H:25]([C:27]3[CH:36]=[CH:35][C:30]([C:31]([O:33][CH3:34])=[O:32])=[CH:29][CH:28]=3)[CH3:26])=[O:15])[CH:12]3[CH2:11][CH2:10][CH:9]2[CH2:18][CH2:17]3)=[CH:5][CH:4]=1, predict the reactants needed to synthesize it. The reactants are: [F:1][C:2]([F:22])([F:21])[C:3]1[CH:20]=[CH:19][C:6]([CH2:7][N:8]2[CH:13]([C:14](O)=[O:15])[CH:12]3[CH2:17][CH2:18][CH:9]2[CH2:10][CH2:11]3)=[CH:5][CH:4]=1.Cl.[NH2:24][C@H:25]([C:27]1[CH:36]=[CH:35][C:30]([C:31]([O:33][CH3:34])=[O:32])=[CH:29][CH:28]=1)[CH3:26].